Dataset: Peptide-MHC class I binding affinity with 185,985 pairs from IEDB/IMGT. Task: Regression. Given a peptide amino acid sequence and an MHC pseudo amino acid sequence, predict their binding affinity value. This is MHC class I binding data. The peptide sequence is IALLIIPPK. The MHC is HLA-A33:01 with pseudo-sequence HLA-A33:01. The binding affinity (normalized) is 0.330.